Dataset: Full USPTO retrosynthesis dataset with 1.9M reactions from patents (1976-2016). Task: Predict the reactants needed to synthesize the given product. (1) Given the product [N:18]1[CH:23]=[CH:22][N:21]=[CH:20][C:19]=1[C:24]([N:15]=[N+:16]=[N-:17])=[O:25], predict the reactants needed to synthesize it. The reactants are: C1(P([N:15]=[N+:16]=[N-:17])(C2C=CC=CC=2)=O)C=CC=CC=1.[N:18]1[CH:23]=[CH:22][N:21]=[CH:20][C:19]=1[C:24](O)=[O:25]. (2) Given the product [C:9]([O:8][C:6](=[O:7])[N:5]([C:13]1[CH:18]=[C:17]([N:19]2[C:23]3[N:24]=[C:25]([N:53]4[CH2:58][CH2:57][O:56][CH2:55][CH2:54]4)[N:26]=[C:27]([C:28]4[CH:29]=[N:30][C:31]([N:34]([CH2:35][C:36]5[CH:37]=[CH:38][C:39]([O:42][CH3:43])=[CH:40][CH:41]=5)[CH2:44][C:45]5[CH:46]=[CH:47][C:48]([O:51][CH3:52])=[CH:49][CH:50]=5)=[N:32][CH:33]=4)[C:22]=3[CH2:21][CH2:20]2)[CH:16]=[CH:15][N:14]=1)[CH2:4][CH2:3][OH:2])([CH3:12])([CH3:10])[CH3:11], predict the reactants needed to synthesize it. The reactants are: C[O:2][C:3](=O)[CH2:4][N:5]([C:13]1[CH:18]=[C:17]([N:19]2[C:23]3[N:24]=[C:25]([N:53]4[CH2:58][CH2:57][O:56][CH2:55][CH2:54]4)[N:26]=[C:27]([C:28]4[CH:29]=[N:30][C:31]([N:34]([CH2:44][C:45]5[CH:50]=[CH:49][C:48]([O:51][CH3:52])=[CH:47][CH:46]=5)[CH2:35][C:36]5[CH:41]=[CH:40][C:39]([O:42][CH3:43])=[CH:38][CH:37]=5)=[N:32][CH:33]=4)[C:22]=3[CH2:21][CH2:20]2)[CH:16]=[CH:15][N:14]=1)[C:6]([O:8][C:9]([CH3:12])([CH3:11])[CH3:10])=[O:7].C(OCC)C.[H-].[Al+3].[Li+].[H-].[H-].[H-]. (3) Given the product [CH2:7]([O:14][C:15]1[C:19]([O:20][CH2:21][C:22]2[CH:27]=[CH:26][CH:25]=[CH:24][CH:23]=2)=[C:18]([C:28]2[S:30][CH:2]=[C:3]([CH2:4][CH3:5])[N:29]=2)[N:17]([C:31]2[CH:36]=[CH:35][C:34]([O:37][CH3:38])=[CH:33][CH:32]=2)[C:16]=1[C:39]([O:41][CH2:42][CH3:43])=[O:40])[C:8]1[CH:13]=[CH:12][CH:11]=[CH:10][CH:9]=1, predict the reactants needed to synthesize it. The reactants are: Br[CH2:2][C:3](=O)[CH2:4][CH3:5].[CH2:7]([O:14][C:15]1[C:19]([O:20][CH2:21][C:22]2[CH:27]=[CH:26][CH:25]=[CH:24][CH:23]=2)=[C:18]([C:28](=[S:30])[NH2:29])[N:17]([C:31]2[CH:36]=[CH:35][C:34]([O:37][CH3:38])=[CH:33][CH:32]=2)[C:16]=1[C:39]([O:41][CH2:42][CH3:43])=[O:40])[C:8]1[CH:13]=[CH:12][CH:11]=[CH:10][CH:9]=1. (4) Given the product [C:17]([O:16][C:14]([NH:9][C@@H:8]([CH2:7][C:6]1[CH:5]=[CH:4][C:3]([C:2]([F:24])([F:23])[F:1])=[CH:22][CH:21]=1)[CH2:12][CH2:11][C:10]([OH:13])=[O:27])=[O:15])([CH3:20])([CH3:19])[CH3:18], predict the reactants needed to synthesize it. The reactants are: [F:1][C:2]([F:24])([F:23])[C:3]1[CH:22]=[CH:21][C:6]([CH2:7][C@H:8]2[CH2:12][CH2:11][C:10](=[O:13])[N:9]2[C:14]([O:16][C:17]([CH3:20])([CH3:19])[CH3:18])=[O:15])=[CH:5][CH:4]=1.CC(C)=[O:27]. (5) Given the product [F:1][C:2]1[CH:3]=[CH:4][C:5]([O:32][OH:50])=[C:6]([C:8]([CH3:31])([CH3:30])[CH2:9][C:10]([C:26]([F:29])([F:28])[F:27])([OH:25])[CH2:11][NH:12][C:13]2[CH:22]=[CH:21][C:20]([F:23])=[C:19]3[C:14]=2[CH:15]=[N:16][C:17]([CH3:24])=[N:18]3)[CH:7]=1, predict the reactants needed to synthesize it. The reactants are: [F:1][C:2]1[CH:3]=[CH:4][C:5]([O:32]C)=[C:6]([C:8]([CH3:31])([CH3:30])[CH2:9][C:10]([C:26]([F:29])([F:28])[F:27])([OH:25])[CH2:11][NH:12][C:13]2[CH:22]=[CH:21][C:20]([F:23])=[C:19]3[C:14]=2[CH:15]=[N:16][C:17]([CH3:24])=[N:18]3)[CH:7]=1.B(Br)(Br)Br.C(Cl)Cl.CCCCCC.CC([OH:50])C.